Dataset: Peptide-MHC class I binding affinity with 185,985 pairs from IEDB/IMGT. Task: Regression. Given a peptide amino acid sequence and an MHC pseudo amino acid sequence, predict their binding affinity value. This is MHC class I binding data. (1) The peptide sequence is KYYIYRLYF. The MHC is HLA-A31:01 with pseudo-sequence HLA-A31:01. The binding affinity (normalized) is 0.0847. (2) The peptide sequence is MLLALIAAL. The MHC is HLA-B07:02 with pseudo-sequence HLA-B07:02. The binding affinity (normalized) is 0.415. (3) The binding affinity (normalized) is 0.0847. The peptide sequence is NYPASLHKF. The MHC is HLA-A69:01 with pseudo-sequence HLA-A69:01. (4) The peptide sequence is CEKRLLLKL. The MHC is HLA-B48:01 with pseudo-sequence HLA-B48:01. The binding affinity (normalized) is 0.0847. (5) The peptide sequence is VTSLDVINY. The MHC is HLA-B44:03 with pseudo-sequence HLA-B44:03. The binding affinity (normalized) is 0.